This data is from Forward reaction prediction with 1.9M reactions from USPTO patents (1976-2016). The task is: Predict the product of the given reaction. (1) Given the reactants [CH3:1][S:2]([NH:5][CH2:6][C@@H:7]([NH:19][C:20]1[C:29]2[C:24](=[CH:25][CH:26]=[CH:27][CH:28]=2)[N:23]=[CH:22][C:21]=1[N+:30]([O-])=O)[CH2:8][CH2:9][CH2:10][NH:11][C:12](=[O:18])[O:13][C:14]([CH3:17])([CH3:16])[CH3:15])(=[O:4])=[O:3], predict the reaction product. The product is: [NH2:30][C:21]1[CH:22]=[N:23][C:24]2[C:29]([C:20]=1[NH:19][C@H:7]([CH2:6][NH:5][S:2]([CH3:1])(=[O:4])=[O:3])[CH2:8][CH2:9][CH2:10][NH:11][C:12](=[O:18])[O:13][C:14]([CH3:15])([CH3:16])[CH3:17])=[CH:28][CH:27]=[CH:26][CH:25]=2. (2) Given the reactants [NH2:1][C:2]1[CH:24]=[CH:23][C:5]([CH2:6][C:7]2[C:15]3[C:10](=[CH:11][CH:12]=[CH:13][CH:14]=3)[N:9]([CH2:16][C:17]([O:19][CH2:20][CH3:21])=[O:18])[C:8]=2[CH3:22])=[CH:4][CH:3]=1.C(N(CC)CC)C.[Cl:32][C:33]1[CH:41]=[CH:40][C:36]([C:37](Cl)=[O:38])=[CH:35][CH:34]=1, predict the reaction product. The product is: [Cl:32][C:33]1[CH:41]=[CH:40][C:36]([C:37]([NH:1][C:2]2[CH:3]=[CH:4][C:5]([CH2:6][C:7]3[C:15]4[C:10](=[CH:11][CH:12]=[CH:13][CH:14]=4)[N:9]([CH2:16][C:17]([O:19][CH2:20][CH3:21])=[O:18])[C:8]=3[CH3:22])=[CH:23][CH:24]=2)=[O:38])=[CH:35][CH:34]=1. (3) Given the reactants Cl[C:2]1[C:3]2[NH:10][C:9]([CH3:11])=[C:8]([C:12]([O:14][CH2:15][CH3:16])=[O:13])[C:4]=2[N:5]=[CH:6][N:7]=1.[CH:17]1([CH2:20][O:21][C:22]2[CH:27]=[C:26]([O:28][CH3:29])[C:25]([F:30])=[CH:24][C:23]=2B2OC(C)(C)C(C)(C)O2)[CH2:19][CH2:18]1, predict the reaction product. The product is: [CH:17]1([CH2:20][O:21][C:22]2[CH:27]=[C:26]([O:28][CH3:29])[C:25]([F:30])=[CH:24][C:23]=2[C:2]2[C:3]3[NH:10][C:9]([CH3:11])=[C:8]([C:12]([O:14][CH2:15][CH3:16])=[O:13])[C:4]=3[N:5]=[CH:6][N:7]=2)[CH2:18][CH2:19]1. (4) Given the reactants [C:1]([O:5][C:6]([N:8]([CH:10]1[CH2:14][CH2:13][NH:12][CH2:11]1)[CH3:9])=[O:7])([CH3:4])([CH3:3])[CH3:2].Cl.Cl[C:17]1[CH:22]=[CH:21][N:20]=[CH:19][CH:18]=1.CCN(C(C)C)C(C)C, predict the reaction product. The product is: [CH3:9][N:8]([CH:10]1[CH2:14][CH2:13][N:12]([C:17]2[CH:22]=[CH:21][N:20]=[CH:19][CH:18]=2)[CH2:11]1)[C:6](=[O:7])[O:5][C:1]([CH3:4])([CH3:2])[CH3:3].